Predict the product of the given reaction. From a dataset of Forward reaction prediction with 1.9M reactions from USPTO patents (1976-2016). Given the reactants O1CCCC1.[Cl:6][C:7]1[C:17]2[NH:16][C:15](=O)[C@@H:14]([CH2:19][C:20]([O:22][CH2:23][CH3:24])=[O:21])[O:13][C@H:12]([C:25]3[CH:30]=[CH:29][CH:28]=[C:27]([O:31][CH3:32])[C:26]=3[O:33][CH3:34])[C:11]=2[CH:10]=[CH:9][CH:8]=1.C(=O)([O-])O.[Na+].P12(SP3(SP(SP(S3)(S1)=S)(=S)S2)=S)=[S:41], predict the reaction product. The product is: [Cl:6][C:7]1[C:17]2[NH:16][C:15](=[S:41])[C@@H:14]([CH2:19][C:20]([O:22][CH2:23][CH3:24])=[O:21])[O:13][C@H:12]([C:25]3[CH:30]=[CH:29][CH:28]=[C:27]([O:31][CH3:32])[C:26]=3[O:33][CH3:34])[C:11]=2[CH:10]=[CH:9][CH:8]=1.